This data is from TCR-epitope binding with 47,182 pairs between 192 epitopes and 23,139 TCRs. The task is: Binary Classification. Given a T-cell receptor sequence (or CDR3 region) and an epitope sequence, predict whether binding occurs between them. The epitope is HLVDFQVTI. The TCR CDR3 sequence is CASSYSEIQAAFF. Result: 0 (the TCR does not bind to the epitope).